Dataset: Forward reaction prediction with 1.9M reactions from USPTO patents (1976-2016). Task: Predict the product of the given reaction. (1) The product is: [CH2:40]([N:37]([CH2:38][CH3:39])[CH2:36][CH2:35][NH:34][C:32](=[O:33])[C:31]1[CH:42]=[CH:43][C:28]([NH:27][C:10](=[O:12])[CH2:9][O:8][CH2:1][C:2]2[CH:3]=[CH:4][CH:5]=[CH:6][CH:7]=2)=[CH:29][C:30]=1[O:44][CH3:45])[CH3:41]. Given the reactants [CH2:1]([O:8][CH2:9][C:10]([OH:12])=O)[C:2]1[CH:7]=[CH:6][CH:5]=[CH:4][CH:3]=1.C(Cl)Cl.CN(C)CCCN=C=NCC.[NH2:27][C:28]1[CH:43]=[CH:42][C:31]([C:32]([NH:34][CH2:35][CH2:36][N:37]([CH2:40][CH3:41])[CH2:38][CH3:39])=[O:33])=[C:30]([O:44][CH3:45])[CH:29]=1, predict the reaction product. (2) Given the reactants [O:1]=[C:2]1[C:7]([CH2:8][C:9]2[CH:14]=[CH:13][C:12]([C:15]3[C:16]([C:21]#[N:22])=[CH:17][CH:18]=[CH:19][CH:20]=3)=[CH:11][CH:10]=2)=[C:6]([CH2:23][CH2:24][CH3:25])[N:5]2[N:26]=[CH:27][N:28]=[C:4]2[N:3]1[CH:29]1[CH2:34][CH2:33][CH:32]([O:35][CH2:36][CH:37]=[CH2:38])[CH2:31][CH2:30]1.C(N(CC)CC)C.[OH:46][N:47]=[C:48](Cl)[CH3:49], predict the reaction product. The product is: [CH3:49][C:48]1[CH2:38][CH:37]([CH2:36][O:35][C@H:32]2[CH2:31][CH2:30][C@H:29]([N:3]3[C:2](=[O:1])[C:7]([CH2:8][C:9]4[CH:10]=[CH:11][C:12]([C:15]5[C:16]([C:21]#[N:22])=[CH:17][CH:18]=[CH:19][CH:20]=5)=[CH:13][CH:14]=4)=[C:6]([CH2:23][CH2:24][CH3:25])[N:5]4[N:26]=[CH:27][N:28]=[C:4]34)[CH2:34][CH2:33]2)[O:46][N:47]=1. (3) Given the reactants [Cl:1][C:2]1[CH:3]=[C:4]([CH:32]=[CH:33][CH:34]=1)[CH2:5][N:6]1[C:10]2=[C:11]([N:20]3[CH2:29][CH2:28][C:27]4[C:22](=[CH:23][CH:24]=[CH:25][CH:26]=4)[CH2:21]3)[N:12]=[C:13]([C:15]3[NH:19][N:18]=[N:17][N:16]=3)[CH:14]=[C:9]2[C:8]([CH3:30])=[C:7]1[CH3:31].[C:35](=O)([O-])[O-].[K+].[K+].CN(C)C=O.IC, predict the reaction product. The product is: [Cl:1][C:2]1[CH:3]=[C:4]([CH:32]=[CH:33][CH:34]=1)[CH2:5][N:6]1[C:10]2=[C:11]([N:20]3[CH2:29][CH2:28][C:27]4[C:22](=[CH:23][CH:24]=[CH:25][CH:26]=4)[CH2:21]3)[N:12]=[C:13]([C:15]3[N:19]([CH3:35])[N:18]=[N:17][N:16]=3)[CH:14]=[C:9]2[C:8]([CH3:30])=[C:7]1[CH3:31]. (4) Given the reactants [CH2:1]([O:3][C:4](=[O:19])[CH2:5][CH:6]1[CH2:11][CH2:10][N:9]([C:12]2[CH:17]=[CH:16][CH:15]=[CH:14][C:13]=2[NH2:18])[CH2:8][CH2:7]1)[CH3:2].[Cl:20][C:21]1[CH:22]=[C:23]([CH:27]=[CH:28][CH:29]=1)[C:24](Cl)=[O:25], predict the reaction product. The product is: [CH2:1]([O:3][C:4](=[O:19])[CH2:5][CH:6]1[CH2:7][CH2:8][N:9]([C:12]2[CH:17]=[CH:16][CH:15]=[CH:14][C:13]=2[NH:18][C:24](=[O:25])[C:23]2[CH:27]=[CH:28][CH:29]=[C:21]([Cl:20])[CH:22]=2)[CH2:10][CH2:11]1)[CH3:2]. (5) Given the reactants [CH3:1][N:2]([CH3:11])[C:3]1[CH:10]=[CH:9][C:6]([CH:7]=O)=[CH:5][CH:4]=1.[CH3:12][C:13]1[CH:14]=[C:15]([CH:17]=[CH:18][C:19]=1[CH3:20])[NH2:16], predict the reaction product. The product is: [CH3:1][N:2]([CH3:11])[C:3]1[CH:10]=[CH:9][C:6]([CH2:7][NH:16][C:15]2[CH:17]=[CH:18][C:19]([CH3:20])=[C:13]([CH3:12])[CH:14]=2)=[CH:5][CH:4]=1. (6) The product is: [F:1][CH:2]([F:9])[C:3]1[CH:7]=[C:6]([I:15])[N:5]([CH3:8])[N:4]=1. Given the reactants [F:1][CH:2]([F:9])[C:3]1[CH:7]=[CH:6][N:5]([CH3:8])[N:4]=1.[Li]CCCC.[I:15]I, predict the reaction product. (7) Given the reactants [C:1]([C:3]1[C:7]2[CH:8]=[C:9]([CH:17]3[CH2:19][CH2:18]3)[C:10]([NH:12][S:13]([CH3:16])(=[O:15])=[O:14])=[CH:11][C:6]=2[O:5][C:4]=1[C:20]1[CH:25]=[CH:24][C:23]([F:26])=[CH:22][CH:21]=1)#[N:2].C(=O)([O-])[O-].[K+].[K+].Cl[CH2:34][CH2:35][CH2:36][S:37]([NH2:40])(=[O:39])=[O:38].[I-].[Na+], predict the reaction product. The product is: [C:1]([C:3]1[C:7]2[CH:8]=[C:9]([CH:17]3[CH2:18][CH2:19]3)[C:10]([N:12]([S:13]([CH3:16])(=[O:15])=[O:14])[CH2:34][CH2:35][CH2:36][S:37]([NH2:40])(=[O:39])=[O:38])=[CH:11][C:6]=2[O:5][C:4]=1[C:20]1[CH:21]=[CH:22][C:23]([F:26])=[CH:24][CH:25]=1)#[N:2]. (8) Given the reactants Br[CH2:2][C:3]1[CH:7]=[C:6]([C:8]2[CH:13]=[CH:12][C:11]([C:14]([F:17])([F:16])[F:15])=[CH:10][CH:9]=2)[S:5][C:4]=1[C:18]([O:20]CC)=O.[CH3:23][CH:24]([SH:26])[CH3:25], predict the reaction product. The product is: [CH:24]([S:26][CH2:2][C:3]1[CH:7]=[C:6]([C:8]2[CH:9]=[CH:10][C:11]([C:14]([F:15])([F:17])[F:16])=[CH:12][CH:13]=2)[S:5][C:4]=1[CH2:18][OH:20])([CH3:25])[CH3:23]. (9) Given the reactants [CH2:1]([C:3]1([C:11]2[CH:16]=[CH:15][CH:14]=[C:13]([O:17][CH3:18])[CH:12]=2)[CH2:9][CH2:8][CH2:7][CH2:6][NH:5][C:4]1=O)[CH3:2].[H-].[H-].[H-].[H-].[Li+].[Al+3], predict the reaction product. The product is: [CH2:1]([C:3]1([C:11]2[CH:16]=[CH:15][CH:14]=[C:13]([O:17][CH3:18])[CH:12]=2)[CH2:9][CH2:8][CH2:7][CH2:6][NH:5][CH2:4]1)[CH3:2]. (10) Given the reactants S(Cl)([Cl:3])=O.Cl.[NH2:6][CH2:7][C:8](=[O:14])[CH2:9][CH2:10][C:11]([OH:13])=[O:12], predict the reaction product. The product is: [ClH:3].[NH2:6][CH2:7][C:8](=[O:14])[CH2:9][CH2:10][C:11]([O:13][CH2:11][CH2:10][CH2:9][CH:8]=[CH2:7])=[O:12].